From a dataset of Forward reaction prediction with 1.9M reactions from USPTO patents (1976-2016). Predict the product of the given reaction. (1) Given the reactants [C:1]1([CH2:7][O:8][C:9]([C:11]2([NH2:17])[CH2:16][CH2:15][CH2:14][CH2:13][CH2:12]2)=[O:10])[CH:6]=[CH:5][CH:4]=[CH:3][CH:2]=1.[C:18](OC(OC(C)(C)C)=O)(OC(C)(C)C)=[O:19].C(N(CC)CC)C.[NH:40]1[CH2:45][CH2:44][CH2:43][CH2:42][C:41]1=[O:46], predict the reaction product. The product is: [C:1]1([CH2:7][O:8][C:9]([C:11]2([NH:17][C:18]([N:40]3[CH2:45][CH2:44][CH2:43][CH2:42][C:41]3=[O:46])=[O:19])[CH2:12][CH2:13][CH2:14][CH2:15][CH2:16]2)=[O:10])[CH:2]=[CH:3][CH:4]=[CH:5][CH:6]=1. (2) Given the reactants [CH3:1][C:2]1[C:23]([C:24]2[CH:25]=[CH:26][C:27]3[N:28]([CH:30]=[C:31]([C:33]([F:36])([F:35])[F:34])[N:32]=3)[CH:29]=2)=[C:22]([CH3:37])[CH:21]=[CH:20][C:3]=1[CH2:4][NH:5][C:6]1[CH:19]=[CH:18][C:9]2[C@H:10]([CH2:13][C:14]([O:16]C)=[O:15])[CH2:11][O:12][C:8]=2[CH:7]=1.[OH-].[Na+], predict the reaction product. The product is: [CH3:1][C:2]1[C:23]([C:24]2[CH:25]=[CH:26][C:27]3[N:28]([CH:30]=[C:31]([C:33]([F:35])([F:34])[F:36])[N:32]=3)[CH:29]=2)=[C:22]([CH3:37])[CH:21]=[CH:20][C:3]=1[CH2:4][NH:5][C:6]1[CH:19]=[CH:18][C:9]2[C@H:10]([CH2:13][C:14]([OH:16])=[O:15])[CH2:11][O:12][C:8]=2[CH:7]=1. (3) Given the reactants [CH:1]1([N:7]2[CH2:13][C:12]([CH3:15])([CH3:14])[C:11](=[O:16])[N:10]([CH3:17])[C:9]3[CH:18]=[N:19][C:20]([NH:22][C:23]4[CH:31]=[CH:30][C:26]([C:27](O)=[O:28])=[CH:25][C:24]=4[O:32][CH3:33])=[N:21][C:8]2=3)[CH2:6][CH2:5][CH2:4][CH2:3][CH2:2]1.[NH2:34][CH:35]1[CH2:38][N:37](C(OC(C)(C)C)=O)[CH2:36]1, predict the reaction product. The product is: [NH:37]1[CH2:38][CH:35]([NH:34][C:27](=[O:28])[C:26]2[CH:30]=[CH:31][C:23]([NH:22][C:20]3[N:19]=[CH:18][C:9]4[N:10]([CH3:17])[C:11](=[O:16])[C:12]([CH3:14])([CH3:15])[CH2:13][N:7]([CH:1]5[CH2:6][CH2:5][CH2:4][CH2:3][CH2:2]5)[C:8]=4[N:21]=3)=[C:24]([O:32][CH3:33])[CH:25]=2)[CH2:36]1. (4) The product is: [Cl:18][C:17]1[CH:16]=[CH:15][CH:14]=[C:13]([Cl:19])[C:12]=1[NH:11][C:4]1[CH:3]=[CH:2][CH:1]=[CH:6][C:5]=1[CH2:7][C:8]([O-:10])=[O:9].[OH:33][C:29]1[CH:28]=[C:27]([CH:24]([CH2:25][CH3:26])[CH:23]([CH3:34])[CH2:22][NH+:21]([CH3:35])[CH3:20])[CH:32]=[CH:31][CH:30]=1. Given the reactants [CH:1]1[CH:2]=[CH:3][C:4]([NH:11][C:12]2[C:13]([Cl:19])=[CH:14][CH:15]=[CH:16][C:17]=2[Cl:18])=[C:5]([CH2:7][C:8]([OH:10])=[O:9])[CH:6]=1.[CH3:20][N:21]([CH3:35])[CH2:22][CH:23]([CH3:34])[CH:24]([C:27]1[CH:28]=[C:29]([OH:33])[CH:30]=[CH:31][CH:32]=1)[CH2:25][CH3:26], predict the reaction product. (5) Given the reactants [C:1]([O:5][C:6](=[O:29])[N:7]([CH:16]1[CH2:21][CH2:20][N:19]([CH2:22][C:23]2[CH:28]=[CH:27][CH:26]=[CH:25][CH:24]=2)[CH2:18][CH2:17]1)[CH2:8][C:9]1[CH:14]=[CH:13][C:12](Br)=[CH:11][CH:10]=1)([CH3:4])([CH3:3])[CH3:2].[CH3:30][NH:31][C:32]1[CH:37]=[CH:36][N:35]=[CH:34][CH:33]=1.CC(C)([O-])C.[Na+], predict the reaction product. The product is: [C:1]([O:5][C:6](=[O:29])[N:7]([CH:16]1[CH2:21][CH2:20][N:19]([CH2:22][C:23]2[CH:28]=[CH:27][CH:26]=[CH:25][CH:24]=2)[CH2:18][CH2:17]1)[CH2:8][C:9]1[CH:14]=[CH:13][C:12]([N:31]([CH3:30])[C:32]2[CH:37]=[CH:36][N:35]=[CH:34][CH:33]=2)=[CH:11][CH:10]=1)([CH3:4])([CH3:3])[CH3:2]. (6) Given the reactants [OH:1][CH:2]([C:6]1[CH:14]=[CH:13][C:9]([C:10]([OH:12])=O)=[CH:8][CH:7]=1)[CH2:3][CH2:4][CH3:5].Cl.[NH2:16][CH2:17][CH2:18][C:19]([O:21][CH2:22][CH3:23])=[O:20].C(N(C(C)C)CC)(C)C, predict the reaction product. The product is: [OH:1][CH:2]([C:6]1[CH:7]=[CH:8][C:9]([C:10]([NH:16][CH2:17][CH2:18][C:19]([O:21][CH2:22][CH3:23])=[O:20])=[O:12])=[CH:13][CH:14]=1)[CH2:3][CH2:4][CH3:5]. (7) Given the reactants [ClH:1].[Br:2][C:3]1[CH:14]=[C:13]2[C:6]([NH:7][CH:8]=[C:9]2[CH2:10][CH2:11][NH2:12])=[CH:5][CH:4]=1.[CH:15](=O)[CH2:16][CH:17]([CH3:19])[CH3:18], predict the reaction product. The product is: [ClH:1].[Br:2][C:3]1[CH:14]=[C:13]2[C:6](=[CH:5][CH:4]=1)[NH:7][C:8]1[CH:15]([CH2:16][CH:17]([CH3:19])[CH3:18])[NH:12][CH2:11][CH2:10][C:9]2=1. (8) Given the reactants [CH:1]1([C:4]#[C:5][C:6]2[C:7]3[C:31]([CH3:33])([CH3:32])[C:30](=[O:34])[NH:29][C:8]=3[N:9]=[C:10]([C:12]3[C:20]4[C:15](=[N:16][CH:17]=[CH:18][CH:19]=4)[N:14]([CH2:21][C:22]4[CH:27]=[CH:26][CH:25]=[CH:24][C:23]=4[F:28])[N:13]=3)[N:11]=2)[CH2:3][CH2:2]1.[H][H], predict the reaction product. The product is: [CH:1]1(/[CH:4]=[CH:5]\[C:6]2[C:7]3[C:31]([CH3:32])([CH3:33])[C:30](=[O:34])[NH:29][C:8]=3[N:9]=[C:10]([C:12]3[C:20]4[C:15](=[N:16][CH:17]=[CH:18][CH:19]=4)[N:14]([CH2:21][C:22]4[CH:27]=[CH:26][CH:25]=[CH:24][C:23]=4[F:28])[N:13]=3)[N:11]=2)[CH2:3][CH2:2]1.